Dataset: Drug-target binding data from BindingDB using IC50 measurements. Task: Regression. Given a target protein amino acid sequence and a drug SMILES string, predict the binding affinity score between them. We predict pIC50 (pIC50 = -log10(IC50 in M); higher means more potent). Dataset: bindingdb_ic50. The small molecule is O=[N+]([O-])c1ccc(Sc2ccc([N+](=O)[O-])cc2[N+](=O)[O-])c([N+](=O)[O-])c1. The target protein (P61076) has sequence MNNVISFIGNSSNKYFQINQLHFIRIINKNIHSKNNLINSNSSYNVFYNKYFIKNTFQNKNKLSSIYSKLNFSIKNMCKDKNEKKNYEHVNANEKNGYLASEKNELTKNKVEEHTYDYDYVVIGGGPGGMASAKEAAAHGARVLLFDYVKPSSQGTKWGIGGTCVNVGCVPKKLMHYAGHMGSIFKLDSKAYGWKFDNLKHDWKKLVTTVQSHIRSLNFSYMTGLRSSKVKYINGLAKLKDKNTVSYYLKGDLSKEETVTGKYILIATGCRPHIPDDVEGAKELSITSDDIFSLKKDPGKTLVVGASYVALECSGFLNSLGYDVTVAVRSIVLRGFDQQCAVKVKLYMEEQGVMFKNGILPKKLTKMDDKILVEFSDKTSELYDTVLYAIGRKGDIDGLNLESLNMNVNKSNNKIIADHLSCTNIPSIFAVGDVAENVPELAPVAIKAGEILARRLFKDSDEIMDYSYIPTSIYTPIEYGACGYSEEKAYELYGKSNVEV.... The pIC50 is 6.3.